This data is from Forward reaction prediction with 1.9M reactions from USPTO patents (1976-2016). The task is: Predict the product of the given reaction. Given the reactants [NH2:1][C:2]1[C:7]([C:8]([F:11])([F:10])[F:9])=[CH:6][C:5]([CH2:12][C@@H:13]([NH:19][C:20]([N:22]2[CH2:27][CH2:26][CH:25]([N:28]3[CH2:34][CH2:33][C:32]4[CH:35]=[CH:36][CH:37]=[CH:38][C:31]=4[NH:30][C:29]3=[O:39])[CH2:24][CH2:23]2)=[O:21])[C:14]([O:16]CC)=[O:15])=[CH:4][C:3]=1[Cl:40].O.[OH-].[Li+], predict the reaction product. The product is: [NH2:1][C:2]1[C:7]([C:8]([F:10])([F:11])[F:9])=[CH:6][C:5]([CH2:12][C@@H:13]([NH:19][C:20]([N:22]2[CH2:23][CH2:24][CH:25]([N:28]3[CH2:34][CH2:33][C:32]4[CH:35]=[CH:36][CH:37]=[CH:38][C:31]=4[NH:30][C:29]3=[O:39])[CH2:26][CH2:27]2)=[O:21])[C:14]([OH:16])=[O:15])=[CH:4][C:3]=1[Cl:40].